Dataset: Forward reaction prediction with 1.9M reactions from USPTO patents (1976-2016). Task: Predict the product of the given reaction. Given the reactants [CH2:1]([C:4]1([S:7]([NH:10][C:11]2[CH:16]=[CH:15][C:14](=[O:17])[N:13]([CH3:18])[C:12]=2[N:19]([C:27]2[CH:32]=[CH:31][C:30]([I:33])=[CH:29][C:28]=2[F:34])[C:20](=[O:26])[O:21][C:22]([CH3:25])([CH3:24])[CH3:23])(=[O:9])=[O:8])[CH2:6][CH2:5]1)[CH:2]=[CH2:3].[OH2:35].C[N+]1([O-])CC[O:40]CC1, predict the reaction product. The product is: [OH:35][CH:2]([CH2:3][OH:40])[CH2:1][C:4]1([S:7]([NH:10][C:11]2[CH:16]=[CH:15][C:14](=[O:17])[N:13]([CH3:18])[C:12]=2[N:19]([C:27]2[CH:32]=[CH:31][C:30]([I:33])=[CH:29][C:28]=2[F:34])[C:20](=[O:26])[O:21][C:22]([CH3:25])([CH3:24])[CH3:23])(=[O:9])=[O:8])[CH2:5][CH2:6]1.